From a dataset of Catalyst prediction with 721,799 reactions and 888 catalyst types from USPTO. Predict which catalyst facilitates the given reaction. (1) Product: [CH3:9][O:10][C:11](=[O:36])[CH2:12][CH2:13][CH2:14][CH2:15][CH2:16][NH:17][C:18]1[C:19]2[C:26]([C:27]3[CH:32]=[CH:31][C:30]([O:33][CH3:34])=[CH:29][CH:28]=3)=[C:25]([C:39]3[CH:40]=[CH:41][CH:42]=[CH:43][C:38]=3[Cl:37])[O:24][C:20]=2[N:21]=[CH:22][N:23]=1. The catalyst class is: 747. Reactant: P([O-])([O-])([O-])=O.[K+].[K+].[K+].[CH3:9][O:10][C:11](=[O:36])[CH2:12][CH2:13][CH2:14][CH2:15][CH2:16][NH:17][C:18]1[C:19]2[C:26]([C:27]3[CH:32]=[CH:31][C:30]([O:33][CH3:34])=[CH:29][CH:28]=3)=[C:25](Br)[O:24][C:20]=2[N:21]=[CH:22][N:23]=1.[Cl:37][C:38]1[CH:43]=[CH:42][CH:41]=[CH:40][C:39]=1B1OC(C)(C)C(C)(C)O1. (2) Reactant: Cl[C:2]1[C:3]2[C:4](=[CH:16][N:17](CC3C=CC(OC)=CC=3)[N:18]=2)[N:5]=[C:6]([C:8]2[CH:13]=[CH:12][C:11]([O:14][CH3:15])=[CH:10][CH:9]=2)[N:7]=1.[NH2:28][C:29]1[CH:34]=[CH:33][C:32]([C:35]([N:37]2[CH2:41][CH2:40][CH2:39][CH2:38]2)=[O:36])=[CH:31][CH:30]=1.Cl. Product: [CH3:15][O:14][C:11]1[CH:10]=[CH:9][C:8]([C:6]2[N:7]=[C:2]([NH:28][C:29]3[CH:34]=[CH:33][C:32]([C:35]([N:37]4[CH2:38][CH2:39][CH2:40][CH2:41]4)=[O:36])=[CH:31][CH:30]=3)[C:3]3[NH:18][N:17]=[CH:16][C:4]=3[N:5]=2)=[CH:13][CH:12]=1. The catalyst class is: 71. (3) The catalyst class is: 6. Product: [CH:1]1([C:7]2[C:15]3[C:10](=[CH:11][C:12]([C:16]([O:18][CH3:19])=[O:17])=[CH:13][CH:14]=3)[NH:9][CH:8]=2)[CH2:2][CH2:3][CH2:4][CH2:5][CH2:6]1. Reactant: [CH:1]1([C:7]2[C:15]3[C:10](=[CH:11][C:12]([C:16]([OH:18])=[O:17])=[CH:13][CH:14]=3)[NH:9][CH:8]=2)[CH2:6][CH2:5][CH2:4][CH2:3][CH2:2]1.[CH3:19]N(C=O)C.C(=O)([O-])[O-].[K+].[K+].Cl. (4) Reactant: C([O:5][C:6](=[O:42])[C:7]1[CH:12]=[CH:11][C:10]([O:13][CH2:14][CH2:15][O:16]/[N:17]=[CH:18]/[C:19]2[CH:24]=[CH:23][C:22]([C:25]([CH3:28])([CH3:27])[CH3:26])=[CH:21][CH:20]=2)=[CH:9][C:8]=1[O:29][C:30](=[O:41])[C:31]1[CH:36]=[CH:35][C:34]([C:37]([F:40])([F:39])[F:38])=[CH:33][CH:32]=1)(C)(C)C.FC(F)(F)C(O)=O. Product: [C:25]([C:22]1[CH:23]=[CH:24][C:19](/[CH:18]=[N:17]/[O:16][CH2:15][CH2:14][O:13][C:10]2[CH:11]=[CH:12][C:7]([C:6]([OH:42])=[O:5])=[C:8]([O:29][C:30](=[O:41])[C:31]3[CH:32]=[CH:33][C:34]([C:37]([F:39])([F:40])[F:38])=[CH:35][CH:36]=3)[CH:9]=2)=[CH:20][CH:21]=1)([CH3:28])([CH3:26])[CH3:27]. The catalyst class is: 448. (5) The catalyst class is: 854. Product: [OH:4][CH2:5][C:6]1[C:7]([N:28]2[CH2:39][CH2:38][N:37]3[C:30](=[CH:31][C:32]4[CH2:33][C:34]([CH3:40])([CH3:41])[CH2:35][C:36]=43)[C:29]2=[O:42])=[N:8][CH:9]=[CH:10][C:11]=1[C:12]1[CH:13]=[N:14][C:15]([O:26][CH3:27])=[C:16]([NH:18][C:19]2[CH:24]=[CH:23][N:22]=[C:21]([CH3:25])[N:20]=2)[CH:17]=1. Reactant: C([O:4][CH2:5][C:6]1[C:7]([N:28]2[CH2:39][CH2:38][N:37]3[C:30](=[CH:31][C:32]4[CH2:33][C:34]([CH3:41])([CH3:40])[CH2:35][C:36]=43)[C:29]2=[O:42])=[N:8][CH:9]=[CH:10][C:11]=1[C:12]1[CH:13]=[N:14][C:15]([O:26][CH3:27])=[C:16]([NH:18][C:19]2[CH:24]=[CH:23][N:22]=[C:21]([CH3:25])[N:20]=2)[CH:17]=1)(=O)C.O.[OH-].[Li+]. (6) Reactant: CS(O[CH2:6][CH2:7][O:8][CH2:9][CH2:10][NH:11][C:12]([O:14][C:15]([CH3:18])([CH3:17])[CH3:16])=[O:13])(=O)=O.[N-:19]=[N+:20]=[N-:21].[Na+].O. Product: [N:19]([CH2:6][CH2:7][O:8][CH2:9][CH2:10][NH:11][C:12](=[O:13])[O:14][C:15]([CH3:18])([CH3:17])[CH3:16])=[N+:20]=[N-:21]. The catalyst class is: 9. (7) Reactant: N#N.[O:3]1[CH2:8][CH2:7][CH2:6][CH2:5][CH:4]1[N:9]1[C:13]2[CH:14]=[CH:15][C:16]([C:18]#[C:19][Si](C)(C)C)=[CH:17][C:12]=2[N:11]=[N:10]1.C([O-])([O-])=O.[K+].[K+]. Product: [C:18]([C:16]1[CH:15]=[CH:14][C:13]2[N:9]([CH:4]3[CH2:5][CH2:6][CH2:7][CH2:8][O:3]3)[N:10]=[N:11][C:12]=2[CH:17]=1)#[CH:19]. The catalyst class is: 5. (8) Reactant: [CH2:1]([O:8][C:9]1[C:18](=[O:19])[N:17]2[C:12]([C:13]([CH3:21])([CH3:20])[O:14][CH2:15][CH2:16]2)=[N:11][C:10]=1[C:22](O)=[O:23])[C:2]1[CH:7]=[CH:6][CH:5]=[CH:4][CH:3]=1.Cl.Cl.[CH3:27][C:28]1[S:29][C:30]([CH2:33][NH2:34])=[CH:31][N:32]=1.C(N(CC)CC)C.F[P-](F)(F)(F)(F)F.N1(O[P+](N(C)C)(N(C)C)N(C)C)C2C=CC=CC=2N=N1. Product: [CH2:1]([O:8][C:9]1[C:18](=[O:19])[N:17]2[C:12]([C:13]([CH3:21])([CH3:20])[O:14][CH2:15][CH2:16]2)=[N:11][C:10]=1[C:22]([NH:34][CH2:33][C:30]1[S:29][C:28]([CH3:27])=[N:32][CH:31]=1)=[O:23])[C:2]1[CH:3]=[CH:4][CH:5]=[CH:6][CH:7]=1. The catalyst class is: 115.